This data is from Forward reaction prediction with 1.9M reactions from USPTO patents (1976-2016). The task is: Predict the product of the given reaction. (1) Given the reactants [C:1]([N:4]1[C:13]2[C:8](=[CH:9][C:10]([C:14]#[N:15])=[CH:11][CH:12]=2)[C@H:7]([NH:16][C:17]2[CH:22]=[CH:21][CH:20]=[C:19]([CH2:23][OH:24])[CH:18]=2)[C@@H:6]([CH3:25])[C@@H:5]1[CH:26]1[CH2:28][CH2:27]1)(=[O:3])[CH3:2].C(=O)([O-])[O-:30].[K+].[K+].OO, predict the reaction product. The product is: [C:1]([N:4]1[C:13]2[C:8](=[CH:9][C:10]([C:14]([NH2:15])=[O:30])=[CH:11][CH:12]=2)[C@H:7]([NH:16][C:17]2[CH:22]=[CH:21][CH:20]=[C:19]([CH2:23][OH:24])[CH:18]=2)[C@@H:6]([CH3:25])[C@@H:5]1[CH:26]1[CH2:28][CH2:27]1)(=[O:3])[CH3:2]. (2) Given the reactants [CH2:1]([O:8][C:9]1[CH:18]=[C:17]2[C:12]([C:13](Cl)=[CH:14][CH:15]=[N:16]2)=[CH:11][C:10]=1[O:20][CH3:21])[C:2]1[CH:7]=[CH:6][CH:5]=[CH:4][CH:3]=1.[CH:22]1[C:27]([N+:28]([O-:30])=[O:29])=[CH:26][CH:25]=[C:24]([OH:31])[CH:23]=1, predict the reaction product. The product is: [CH2:1]([O:8][C:9]1[CH:18]=[C:17]2[C:12]([C:13]([O:31][C:24]3[CH:23]=[CH:22][C:27]([N+:28]([O-:30])=[O:29])=[CH:26][CH:25]=3)=[CH:14][CH:15]=[N:16]2)=[CH:11][C:10]=1[O:20][CH3:21])[C:2]1[CH:7]=[CH:6][CH:5]=[CH:4][CH:3]=1. (3) Given the reactants Br[C:2]1[CH:7]=[CH:6][C:5]([CH2:8][CH:9]([N:22]([CH3:33])[C:23](=[O:32])[O:24][CH2:25][C:26]2[CH:31]=[CH:30][CH:29]=[CH:28][CH:27]=2)[C:10]2[N:11]([CH3:21])[C:12]([CH2:15][C:16]([CH3:20])([CH3:19])[CH2:17][CH3:18])=[CH:13][N:14]=2)=[CH:4][CH:3]=1.Br[C:35]1[CH:40]=[CH:39][C:38]([F:41])=[CH:37][N:36]=1.C[Sn](C)C.C[Sn](C)C, predict the reaction product. The product is: [CH3:19][C:16]([CH3:20])([CH2:17][CH3:18])[CH2:15][C:12]1[N:11]([CH3:21])[C:10]([CH:9]([N:22]([CH3:33])[C:23](=[O:32])[O:24][CH2:25][C:26]2[CH:31]=[CH:30][CH:29]=[CH:28][CH:27]=2)[CH2:8][C:5]2[CH:6]=[CH:7][C:2]([C:35]3[CH:40]=[CH:39][C:38]([F:41])=[CH:37][N:36]=3)=[CH:3][CH:4]=2)=[N:14][CH:13]=1. (4) Given the reactants [F:1][C:2]([F:18])([F:17])[CH:3]1[C:12]2[C:7](=[CH:8][CH:9]=[CH:10][CH:11]=2)[N:6]([CH2:13][C:14]([NH2:16])=O)[CH2:5][CH2:4]1.CSC.B, predict the reaction product. The product is: [F:17][C:2]([F:1])([F:18])[CH:3]1[C:12]2[C:7](=[CH:8][CH:9]=[CH:10][CH:11]=2)[N:6]([CH2:13][CH2:14][NH2:16])[CH2:5][CH2:4]1.